From a dataset of Full USPTO retrosynthesis dataset with 1.9M reactions from patents (1976-2016). Predict the reactants needed to synthesize the given product. (1) Given the product [CH3:35][N:16]([CH3:15])[CH2:17][CH2:18][CH2:19][O:20][C:21]1[CH:26]=[N:25][C:24]([C:27]2[CH:28]=[C:29]([CH:30]=[CH:31][CH:32]=2)[CH2:33][N:8]2[C:7]3[CH:12]=[C:3]([C:2]([F:1])([F:13])[F:14])[CH:4]=[CH:5][C:6]=3[S:10][C:9]2=[O:11])=[N:23][CH:22]=1, predict the reactants needed to synthesize it. The reactants are: [F:1][C:2]([F:14])([F:13])[C:3]1[CH:4]=[CH:5][C:6]2[S:10][C:9](=[O:11])[NH:8][C:7]=2[CH:12]=1.[CH3:15][N:16]([CH3:35])[CH2:17][CH2:18][CH2:19][O:20][C:21]1[CH:22]=[N:23][C:24]([C:27]2[CH:28]=[C:29]([CH2:33]O)[CH:30]=[CH:31][CH:32]=2)=[N:25][CH:26]=1.C1(P(C2C=CC=CC=2)C2C=CC=CC=2)C=CC=CC=1.N(C(OC(C)(C)C)=O)=NC(OC(C)(C)C)=O. (2) The reactants are: [I-].[C:2]([O:8][CH2:9][CH2:10][N+:11]([CH3:14])([CH3:13])[CH3:12])(=[O:7])[C:3]([CH3:6])([CH3:5])[CH3:4]. Given the product [CH3:4][C:3]([CH3:6])([CH3:5])[C:2]([O-:8])=[O:7].[C:2]([O:8][CH2:9][CH2:10][N+:11]([CH3:12])([CH3:14])[CH3:13])(=[O:7])[C:3]([CH3:5])([CH3:6])[CH3:4], predict the reactants needed to synthesize it. (3) Given the product [CH3:1][N:2]1[C:6]([C:7]([NH:8][C:9]2[CH:14]=[CH:13][N:12]3[N:15]=[C:16]([C:18]4[CH:23]=[CH:22][CH:21]=[CH:20][CH:19]=4)[N:17]=[C:11]3[CH:10]=2)=[O:24])=[C:5]([C:25]([N:28]2[CH2:33][CH2:32][O:31][CH2:30][CH2:29]2)=[O:26])[CH:4]=[N:3]1, predict the reactants needed to synthesize it. The reactants are: [CH3:1][N:2]1[C:6]([C:7](=[O:24])[NH:8][C:9]2[CH:14]=[CH:13][N:12]3[N:15]=[C:16]([C:18]4[CH:23]=[CH:22][CH:21]=[CH:20][CH:19]=4)[N:17]=[C:11]3[CH:10]=2)=[C:5]([C:25](O)=[O:26])[CH:4]=[N:3]1.[NH:28]1[CH2:33][CH2:32][O:31][CH2:30][CH2:29]1.CCCP(=O)=O. (4) Given the product [CH2:19]([O:5][C:4](=[O:6])[C:3]1[CH:7]=[C:8]([N+:11]([O-:13])=[O:12])[CH:9]=[CH:10][C:2]=1[F:1])[CH3:20], predict the reactants needed to synthesize it. The reactants are: [F:1][C:2]1[CH:10]=[CH:9][C:8]([N+:11]([O-:13])=[O:12])=[CH:7][C:3]=1[C:4]([OH:6])=[O:5].S(=O)(=O)(O)O.[CH2:19](O)[CH3:20]. (5) Given the product [CH3:1][O:2][C:3]1[CH:12]=[C:11]([O:13][CH3:14])[CH:10]=[C:9]2[C:4]=1[C:5](=[S:33])[N:6]([C:15]1[CH:20]=[CH:19][C:18]([O:21][CH3:22])=[CH:17][CH:16]=1)[CH:7]=[N:8]2, predict the reactants needed to synthesize it. The reactants are: [CH3:1][O:2][C:3]1[CH:12]=[C:11]([O:13][CH3:14])[CH:10]=[C:9]2[C:4]=1[C:5](=O)[N:6]([C:15]1[CH:20]=[CH:19][C:18]([O:21][CH3:22])=[CH:17][CH:16]=1)[CH:7]=[N:8]2.COC1C=CC(P2(SP(C3C=CC(OC)=CC=3)(=S)S2)=[S:33])=CC=1. (6) Given the product [CH:12]([N:14]1[C:18]([C:19]2[C:24]([O:25][CH2:2][C:3]3[CH:10]=[CH:9][CH:8]=[CH:7][C:4]=3[CH:5]=[O:6])=[CH:23][CH:22]=[CH:21][N:20]=2)=[CH:17][CH:16]=[N:15]1)([CH3:13])[CH3:11], predict the reactants needed to synthesize it. The reactants are: Br[CH2:2][C:3]1[CH:10]=[CH:9][CH:8]=[CH:7][C:4]=1[CH:5]=[O:6].[CH3:11][CH:12]([N:14]1[C:18]([C:19]2[C:24]([OH:25])=[CH:23][CH:22]=[CH:21][N:20]=2)=[CH:17][CH:16]=[N:15]1)[CH3:13].C(=O)([O-])[O-].[K+].[K+].